This data is from Reaction yield outcomes from USPTO patents with 853,638 reactions. The task is: Predict the reaction yield, written as a fraction of the theoretical maximum amount of product (1.0 means a 100% yield; for example, 0.34 means a 34% yield). (1) The reactants are [CH2:1]([O:8][C:9](=[O:20])[NH:10][C:11]1[C:12]([O:18][CH3:19])=[N:13][CH:14]=[C:15](I)[CH:16]=1)[C:2]1[CH:7]=[CH:6][CH:5]=[CH:4][CH:3]=1.[B:21]1([B:21]2[O:25][C:24]([CH3:27])([CH3:26])[C:23]([CH3:29])([CH3:28])[O:22]2)[O:25][C:24]([CH3:27])([CH3:26])[C:23]([CH3:29])([CH3:28])[O:22]1.CC([O-])=O.[K+]. The catalyst is CN(C=O)C.CC(O)=O.CC(O)=O.[Pd]. The product is [CH2:1]([O:8][C:9](=[O:20])[NH:10][C:11]1[C:12]([O:18][CH3:19])=[N:13][CH:14]=[C:15]([B:21]2[O:25][C:24]([CH3:27])([CH3:26])[C:23]([CH3:29])([CH3:28])[O:22]2)[CH:16]=1)[C:2]1[CH:7]=[CH:6][CH:5]=[CH:4][CH:3]=1. The yield is 0.500. (2) The reactants are [CH2:1]([C:3]([CH2:10][S:11][C:12]1[CH:17]=[CH:16][CH:15]=[CH:14][C:13]=1[CH2:18][OH:19])([CH:6]=[CH:7][CH2:8][CH3:9])[CH:4]=[O:5])[CH3:2].[Cr](Cl)([O-])(=O)=O.[NH+]1C=CC=CC=1. The catalyst is C(Cl)Cl. The product is [CH2:1]([C:3]([CH2:10][S:11][C:12]1[CH:17]=[CH:16][CH:15]=[CH:14][C:13]=1[CH:18]=[O:19])([CH:6]=[CH:7][CH2:8][CH3:9])[CH:4]=[O:5])[CH3:2]. The yield is 0.660.